Dataset: Catalyst prediction with 721,799 reactions and 888 catalyst types from USPTO. Task: Predict which catalyst facilitates the given reaction. (1) Reactant: [CH3:1][O:2][C:3]([C:5]1[C:6]2[CH2:7][C:8]([CH3:24])([CH3:23])[CH:9]([C:16]3[CH:21]=[CH:20][CH:19]=[C:18](Br)[CH:17]=3)[NH:10][C:11]=2[C:12]([F:15])=[CH:13][CH:14]=1)=[O:4].[NH:25]1[CH2:30][CH2:29][O:28][CH2:27][CH2:26]1.Cl.CN(C)CC(O)=O.C(=O)([O-])[O-].[K+].[K+]. Product: [CH3:1][O:2][C:3]([C:5]1[C:6]2[CH2:7][C:8]([CH3:24])([CH3:23])[CH:9]([C:16]3[CH:21]=[CH:20][CH:19]=[C:18]([N:25]4[CH2:30][CH2:29][O:28][CH2:27][CH2:26]4)[CH:17]=3)[NH:10][C:11]=2[C:12]([F:15])=[CH:13][CH:14]=1)=[O:4]. The catalyst class is: 156. (2) Reactant: [CH:1]1([C:4]2[C:13](/[CH:14]=[CH:15]/[C:16](O)=[O:17])=[C:12]([C:19]3[CH:24]=[CH:23][C:22]([F:25])=[CH:21][CH:20]=3)[C:11]3[C:6](=[CH:7][CH:8]=[CH:9][CH:10]=3)[N:5]=2)[CH2:3][CH2:2]1.C(N(CC)CC)C.C(Cl)(=O)C(C)(C)C.Cl.[CH3:41][NH:42][O:43][CH3:44]. Product: [CH:1]1([C:4]2[C:13](/[CH:14]=[CH:15]/[C:16]([N:42]([O:43][CH3:44])[CH3:41])=[O:17])=[C:12]([C:19]3[CH:20]=[CH:21][C:22]([F:25])=[CH:23][CH:24]=3)[C:11]3[C:6](=[CH:7][CH:8]=[CH:9][CH:10]=3)[N:5]=2)[CH2:2][CH2:3]1. The catalyst class is: 4. (3) Reactant: [C:1]([C:4]1[C:5](=[O:27])[O:6][C:7]2[C:12]([CH:13]=1)=[CH:11][CH:10]=[C:9]([N:14]1[CH2:19][CH2:18][N:17]([C:20]([O:22][C:23]([CH3:26])([CH3:25])[CH3:24])=[O:21])[CH2:16][CH2:15]1)[CH:8]=2)(=[O:3])[CH3:2].CO[CH:30](OC)[N:31]([CH3:33])[CH3:32]. Product: [CH3:30][N:31]([CH3:33])/[CH:32]=[CH:2]/[C:1]([C:4]1[C:5](=[O:27])[O:6][C:7]2[C:12]([CH:13]=1)=[CH:11][CH:10]=[C:9]([N:14]1[CH2:15][CH2:16][N:17]([C:20]([O:22][C:23]([CH3:26])([CH3:25])[CH3:24])=[O:21])[CH2:18][CH2:19]1)[CH:8]=2)=[O:3]. The catalyst class is: 12.